This data is from Catalyst prediction with 721,799 reactions and 888 catalyst types from USPTO. The task is: Predict which catalyst facilitates the given reaction. (1) Reactant: [CH:1]1([C:4]2[C:5]([O:13][CH2:14][C:15]([F:18])([F:17])[F:16])=[CH:6][C:7]([C:10]([OH:12])=O)=[N:8][CH:9]=2)[CH2:3][CH2:2]1.CN(C(ON1N=NC2C=CC=CC1=2)=[N+](C)C)C.[B-](F)(F)(F)F.C(N(CC)CC)C.[CH2:48]([O:55][CH2:56][C:57]([C:60]1[N:64]=[C:63]([CH3:65])[O:62][N:61]=1)([NH2:59])[CH3:58])[C:49]1[CH:54]=[CH:53][CH:52]=[CH:51][CH:50]=1. Product: [CH2:48]([O:55][CH2:56][C:57]([NH:59][C:10](=[O:12])[C:7]1[CH:6]=[C:5]([O:13][CH2:14][C:15]([F:18])([F:17])[F:16])[C:4]([CH:1]2[CH2:2][CH2:3]2)=[CH:9][N:8]=1)([C:60]1[N:64]=[C:63]([CH3:65])[O:62][N:61]=1)[CH3:58])[C:49]1[CH:54]=[CH:53][CH:52]=[CH:51][CH:50]=1. The catalyst class is: 3. (2) Reactant: [Br:1][C:2]1[CH:28]=[CH:27][C:5]([CH2:6][NH:7][C:8]2[C:9]([NH2:26])=[CH:10][C:11]([O:14][CH2:15][C:16]3[CH:25]=[CH:24][C:23]4[C:18](=[CH:19][CH:20]=[CH:21][CH:22]=4)[N:17]=3)=[CH:12][CH:13]=2)=[CH:4][CH:3]=1.[C:29]1(=[O:39])[C@@H:37]2[C@@H:32]([CH2:33][CH2:34][CH2:35][CH2:36]2)[C:31](=O)[O:30]1.Cl. Product: [Br:1][C:2]1[CH:28]=[CH:27][C:5]([CH2:6][N:7]2[C:8]3[CH:13]=[CH:12][C:11]([O:14][CH2:15][C:16]4[CH:25]=[CH:24][C:23]5[C:18](=[CH:19][CH:20]=[CH:21][CH:22]=5)[N:17]=4)=[CH:10][C:9]=3[N:26]=[C:31]2[C@H:32]2[CH2:33][CH2:34][CH2:35][CH2:36][C@H:37]2[C:29]([OH:39])=[O:30])=[CH:4][CH:3]=1. The catalyst class is: 10.